Dataset: Catalyst prediction with 721,799 reactions and 888 catalyst types from USPTO. Task: Predict which catalyst facilitates the given reaction. (1) Reactant: [OH:1][CH2:2][CH:3]([CH2:5]O)[OH:4]. Product: [OH:1][CH2:2][C:3](=[O:4])[CH3:5].[CH2:2]([OH:1])[CH:3]([OH:4])[CH3:5]. The catalyst class is: 6. (2) Reactant: [Cl:1][C:2]1[C:7]([F:8])=[CH:6][CH:5]=[C:4]([Cl:9])[C:3]=1[CH:10]([O:12][C:13]1[C:14]([NH2:30])=[N:15][CH:16]=[C:17]([C:19]2[N:20]=[N:21][N:22]([CH:24]3[CH2:29][CH2:28][NH:27][CH2:26][CH2:25]3)[CH:23]=2)[CH:18]=1)[CH3:11].C(N(CC)CC)C.[CH3:38][S:39](Cl)(=[O:41])=[O:40]. Product: [Cl:1][C:2]1[C:7]([F:8])=[CH:6][CH:5]=[C:4]([Cl:9])[C:3]=1[CH:10]([O:12][C:13]1[C:14]([NH2:30])=[N:15][CH:16]=[C:17]([C:19]2[N:20]=[N:21][N:22]([CH:24]3[CH2:29][CH2:28][N:27]([S:39]([CH3:38])(=[O:41])=[O:40])[CH2:26][CH2:25]3)[CH:23]=2)[CH:18]=1)[CH3:11]. The catalyst class is: 9.